Task: Predict which catalyst facilitates the given reaction.. Dataset: Catalyst prediction with 721,799 reactions and 888 catalyst types from USPTO (1) Reactant: [F:1][C:2]([F:15])([F:14])[C:3](=[O:13])[CH2:4][C:5]([C:7]1[CH:8]=[N:9][CH:10]=[CH:11][CH:12]=1)=[O:6].[Cl:16][C:17]1[N:18]=[N:19][C:20]([NH:23][NH2:24])=[CH:21][CH:22]=1.Cl. Product: [F:15][C:2]([F:1])([F:14])[C:3](=[O:13])[CH2:4][C:5]([C:7]1[CH:8]=[N:9][CH:10]=[CH:11][CH:12]=1)=[O:6].[Cl:16][C:17]1[N:18]=[N:19][C:20]([N:23]2[C:5]([C:7]3[CH:8]=[N:9][CH:10]=[CH:11][CH:12]=3)([OH:6])[CH2:4][C:3]([C:2]([F:15])([F:14])[F:1])=[N:24]2)=[CH:21][CH:22]=1. The catalyst class is: 8. (2) Reactant: Br[CH2:2][C:3](=O)[CH:4]([C:12]1[C:17]([Cl:18])=[CH:16][C:15]([N:19]2[C:24](=[O:25])[NH:23][C:22](=[O:26])[CH:21]=[N:20]2)=[CH:14][C:13]=1[Cl:27])[C:5]1[CH:10]=[CH:9][C:8]([Cl:11])=[CH:7][CH:6]=1.[C:29]1([C:35](=[S:37])[NH2:36])[CH:34]=[CH:33][CH:32]=[CH:31][CH:30]=1. Product: [Cl:27][C:13]1[CH:14]=[C:15]([N:19]2[C:24](=[O:25])[NH:23][C:22](=[O:26])[CH:21]=[N:20]2)[CH:16]=[C:17]([Cl:18])[C:12]=1[CH:4]([C:5]1[CH:10]=[CH:9][C:8]([Cl:11])=[CH:7][CH:6]=1)[C:3]1[N:36]=[C:35]([C:29]2[CH:34]=[CH:33][CH:32]=[CH:31][CH:30]=2)[S:37][CH:2]=1. The catalyst class is: 8. (3) Reactant: [Cl:1][C:2]1[CH:3]=[N:4][CH:5]=[C:6]([Cl:9])[C:7]=1[CH3:8].C[O:11][C:12]([C:14]1[C:27]2[O:26][CH2:25][C:21]3([CH2:24][O:23][CH2:22]3)[CH2:20][O:19][C:18]=2[C:17]([O:28][CH3:29])=[CH:16][CH:15]=1)=O.[Li+].C[Si]([N-][Si](C)(C)C)(C)C. Product: [Cl:1][C:2]1[CH:3]=[N:4][CH:5]=[C:6]([Cl:9])[C:7]=1[CH2:8][C:12]([C:14]1[C:27]2[O:26][CH2:25][C:21]3([CH2:24][O:23][CH2:22]3)[CH2:20][O:19][C:18]=2[C:17]([O:28][CH3:29])=[CH:16][CH:15]=1)=[O:11]. The catalyst class is: 1. (4) Reactant: [Si]([O:8][CH2:9][C@@H:10]([N:24]([CH2:37][CH:38]([CH3:40])[CH3:39])[S:25]([C:28]1[CH:36]=[CH:35][C:31]2[N:32]=[CH:33][S:34][C:30]=2[CH:29]=1)(=[O:27])=[O:26])[C:11]1[S:12][C:13]([CH2:16][NH:17]S(C(C)(C)C)=O)=[CH:14][CH:15]=1)(C(C)(C)C)(C)C.[ClH:41].O1CCOCC1. Product: [ClH:41].[NH2:17][CH2:16][C:13]1[S:12][C:11]([C@H:10]([N:24]([CH2:37][CH:38]([CH3:40])[CH3:39])[S:25]([C:28]2[CH:36]=[CH:35][C:31]3[N:32]=[CH:33][S:34][C:30]=3[CH:29]=2)(=[O:27])=[O:26])[CH2:9][OH:8])=[CH:15][CH:14]=1. The catalyst class is: 5. (5) Reactant: [NH:1]1[CH2:6][CH2:5][CH2:4][NH:3][C:2]1=[O:7].CC(C)([O-])C.[K+].F[C:15]1[CH:20]=[CH:19][C:18]([N+:21]([O-:23])=[O:22])=[CH:17][C:16]=1[CH:24]([CH3:26])[CH3:25]. Product: [CH:24]([C:16]1[CH:17]=[C:18]([N+:21]([O-:23])=[O:22])[CH:19]=[CH:20][C:15]=1[N:1]1[CH2:6][CH2:5][CH2:4][NH:3][C:2]1=[O:7])([CH3:26])[CH3:25]. The catalyst class is: 58.